From a dataset of Full USPTO retrosynthesis dataset with 1.9M reactions from patents (1976-2016). Predict the reactants needed to synthesize the given product. (1) Given the product [CH2:11]([C:8]1[CH:9]=[CH:10][C:5]([NH:4][C:3]2[C:2]([C:23]3[CH:28]=[CH:27][C:26]([C:2]4[C:3]([NH:4][C:5]5[CH:6]=[CH:7][C:8]([CH2:11][CH2:12][CH2:13][CH2:14][CH2:15][CH2:16][CH2:17][CH3:18])=[CH:9][CH:10]=5)=[CH:19][CH:20]=[CH:21][CH:22]=4)=[CH:25][CH:24]=3)=[CH:22][CH:21]=[CH:20][CH:19]=2)=[CH:6][CH:7]=1)[CH2:12][CH2:13][CH2:14][CH2:15][CH2:16][CH2:17][CH3:18], predict the reactants needed to synthesize it. The reactants are: Br[C:2]1[CH:22]=[CH:21][CH:20]=[CH:19][C:3]=1[NH:4][C:5]1[CH:10]=[CH:9][C:8]([CH2:11][CH2:12][CH2:13][CH2:14][CH2:15][CH2:16][CH2:17][CH3:18])=[CH:7][CH:6]=1.[C:23]1(B(O)O)[CH:28]=[CH:27][C:26](B(O)O)=[CH:25][CH:24]=1.C([O-])([O-])=O.[Na+].[Na+].O. (2) The reactants are: [F:1][CH2:2][CH2:3][O:4][C:5]1[CH:10]=[CH:9][C:8]([CH:11]([NH:17][C:18]([C@@H:20]2[CH2:25][CH2:24][CH2:23][N:22]([C:26](=[O:42])[CH2:27][CH2:28][CH:29]3[CH2:34][CH2:33][N:32]([C:35]([O:37][C:38]([CH3:41])([CH3:40])[CH3:39])=[O:36])[CH2:31][CH2:30]3)[CH2:21]2)=[O:19])[CH2:12][C:13]([O:15]C)=[O:14])=[CH:7][CH:6]=1.O.O.O.O.O.O.O.O.[OH-].[Ba+2].[OH-].Cl. Given the product [C:38]([O:37][C:35]([N:32]1[CH2:31][CH2:30][CH:29]([CH2:28][CH2:27][C:26]([N:22]2[CH2:23][CH2:24][CH2:25][C@@H:20]([C:18]([NH:17][CH:11]([C:8]3[CH:7]=[CH:6][C:5]([O:4][CH2:3][CH2:2][F:1])=[CH:10][CH:9]=3)[CH2:12][C:13]([OH:15])=[O:14])=[O:19])[CH2:21]2)=[O:42])[CH2:34][CH2:33]1)=[O:36])([CH3:41])([CH3:40])[CH3:39], predict the reactants needed to synthesize it. (3) The reactants are: [O:1]=[C:2]1[NH:8][C:7]2[CH:9]=[CH:10][CH:11]=[CH:12][C:6]=2[N:5]2[CH2:13][CH2:14][N:15](C(OC(C)(C)C)=O)[CH2:16][CH:4]2[CH2:3]1.[H-].[Na+].[CH3:26]I.Cl. Given the product [CH3:26][N:8]1[C:7]2[CH:9]=[CH:10][CH:11]=[CH:12][C:6]=2[N:5]2[CH2:13][CH2:14][NH:15][CH2:16][CH:4]2[CH2:3][C:2]1=[O:1], predict the reactants needed to synthesize it. (4) Given the product [CH2:13]([N:4]1[N:5]=[C:6]2[CH:11]=[CH:10][CH:9]=[CH:8][C:7]2=[N:3]1)[CH2:14][CH2:15][CH2:16][CH2:17][CH2:18][CH2:19][CH3:20], predict the reactants needed to synthesize it. The reactants are: [H-].[Na+].[NH:3]1[C:7]2[CH:8]=[CH:9][CH:10]=[CH:11][C:6]=2[N:5]=[N:4]1.I[CH2:13][CH2:14][CH2:15][CH2:16][CH2:17][CH2:18][CH2:19][CH3:20].[OH-].[Na+]. (5) Given the product [F:1][C:2]1[CH:7]=[CH:6][C:5]([NH:8][C:9]2[N:14]3[N:15]=[CH:16][C:17]([C:18]([NH:41][S:38]([CH2:36][CH3:37])(=[O:40])=[O:39])=[O:19])=[C:13]3[N:12]=[CH:11][C:10]=2[C:21]([N:23]2[CH2:24][CH2:25][CH:26]([C:29]3[CH:34]=[CH:33][CH:32]=[CH:31][CH:30]=3)[CH2:27][CH2:28]2)=[O:22])=[CH:4][C:3]=1[CH3:35], predict the reactants needed to synthesize it. The reactants are: [F:1][C:2]1[CH:7]=[CH:6][C:5]([NH:8][C:9]2[N:14]3[N:15]=[CH:16][C:17]([C:18](O)=[O:19])=[C:13]3[N:12]=[CH:11][C:10]=2[C:21]([N:23]2[CH2:28][CH2:27][CH:26]([C:29]3[CH:34]=[CH:33][CH:32]=[CH:31][CH:30]=3)[CH2:25][CH2:24]2)=[O:22])=[CH:4][C:3]=1[CH3:35].[CH2:36]([S:38]([NH2:41])(=[O:40])=[O:39])[CH3:37]. (6) Given the product [F:7][C:8]([F:27])([F:28])[C:9]1[CH:14]=[CH:13][C:12]([CH2:15][CH2:16][C:17]2[CH:26]=[CH:25][C:20]([CH2:21][OH:22])=[CH:19][CH:18]=2)=[CH:11][CH:10]=1, predict the reactants needed to synthesize it. The reactants are: [H-].[Al+3].[Li+].[H-].[H-].[H-].[F:7][C:8]([F:28])([F:27])[C:9]1[CH:14]=[CH:13][C:12]([CH2:15][CH2:16][C:17]2[CH:26]=[CH:25][C:20]([C:21](OC)=[O:22])=[CH:19][CH:18]=2)=[CH:11][CH:10]=1.Cl.C(OCC)(=O)C. (7) Given the product [CH3:13][S:14]([O:5][C@H:2]([CH3:1])[CH2:3][CH3:4])(=[O:16])=[O:15], predict the reactants needed to synthesize it. The reactants are: [CH3:1][C@@H:2]([OH:5])[CH2:3][CH3:4].CCN(CC)CC.[CH3:13][S:14](Cl)(=[O:16])=[O:15]. (8) Given the product [CH3:1][O:2][C:3]1[CH:4]=[C:5]2[C:10](=[CH:11][C:12]=1[O:13][CH3:14])[N:9]=[C:8]([CH:15]1[CH2:20][CH2:19][N:18]([CH3:17])[CH2:21]1)[N:7]=[C:6]2[N:22]1[CH2:27][CH2:26][N:25]([C:28]2[CH:33]=[CH:32][CH:31]=[CH:30][C:29]=2[O:34][CH3:35])[CH2:24][CH2:23]1, predict the reactants needed to synthesize it. The reactants are: [CH3:1][O:2][C:3]1[CH:4]=[C:5]2[C:10](=[CH:11][C:12]=1[O:13][CH3:14])[N:9]=[C:8]([CH:15]1[CH2:20][CH2:19][N:18]([CH3:21])[CH2:17]C1)[N:7]=[C:6]2[N:22]1[CH2:27][CH2:26][N:25]([C:28]2[CH:33]=[CH:32][CH:31]=[CH:30][C:29]=2[O:34][CH3:35])[CH2:24][CH2:23]1.C(OC(N1CCC(C(O)=O)C1)=O)(C)(C)C. (9) Given the product [OH:17][CH:5]([CH:6]1[C:11](=[O:12])[NH:10][C:9]2[CH:13]=[CH:14][CH:15]=[CH:16][C:8]=2[S:7]1)[C:4]([OH:18])=[O:3], predict the reactants needed to synthesize it. The reactants are: C([O:3][C:4](=[O:18])[CH:5]([OH:17])[CH:6]1[C:11](=[O:12])[NH:10][C:9]2[CH:13]=[CH:14][CH:15]=[CH:16][C:8]=2[S:7]1)C.[OH-].[Na+].O.